From a dataset of Full USPTO retrosynthesis dataset with 1.9M reactions from patents (1976-2016). Predict the reactants needed to synthesize the given product. (1) Given the product [ClH:40].[F:1][C:2]1[C:3]([CH2:24][NH:25][CH3:26])=[CH:4][N:5]([S:14]([C:17]2[CH:22]=[C:21]([CH3:23])[CH:20]=[CH:19][N:18]=2)(=[O:16])=[O:15])[C:6]=1[C:7]1[C:8]([F:13])=[N:9][CH:10]=[CH:11][CH:12]=1, predict the reactants needed to synthesize it. The reactants are: [F:1][C:2]1[C:3]([CH2:24][N:25](C)[C:26](=O)OC(C)(C)C)=[CH:4][N:5]([S:14]([C:17]2[CH:22]=[C:21]([CH3:23])[CH:20]=[CH:19][N:18]=2)(=[O:16])=[O:15])[C:6]=1[C:7]1[C:8]([F:13])=[N:9][CH:10]=[CH:11][CH:12]=1.C(OCC)(=O)C.[ClH:40]. (2) The reactants are: [Br:1][C:2]1[CH:3]=[CH:4][C:5]([C:13]([O:15]C)=[O:14])=[N:6][C:7]=1[S:8]([CH:10]([CH3:12])[CH3:11])=[O:9].O.[OH-].[Li+].Cl.O1CCOCC1. Given the product [Br:1][C:2]1[CH:3]=[CH:4][C:5]([C:13]([OH:15])=[O:14])=[N:6][C:7]=1[S:8]([CH:10]([CH3:12])[CH3:11])=[O:9], predict the reactants needed to synthesize it. (3) Given the product [OH:19][N:20]=[C:7]1[C:6]2[CH:10]=[CH:11][CH:12]=[CH:13][C:5]=2[CH2:4][CH2:3][N:2]([CH3:1])[C:8]1=[O:9], predict the reactants needed to synthesize it. The reactants are: [CH3:1][N:2]1[C:8](=[O:9])[CH2:7][C:6]2[CH:10]=[CH:11][CH:12]=[CH:13][C:5]=2[CH2:4][CH2:3]1.C([O:19][N:20]=O)CC(C)C.C[Si]([N-][Si](C)(C)C)(C)C.[Na+]. (4) Given the product [C:1]([O:5][C:6]([N:8]1[CH2:13][CH2:12][CH:11]([CH:14]2[O:23][C:17]3=[CH:18][N:19]=[C:20]([N:33]4[CH2:32][CH2:31][CH:30]([N:25]([S:26]([CH3:29])(=[O:27])=[O:28])[CH3:24])[CH2:35][CH2:34]4)[CH:21]=[C:16]3[CH2:15]2)[CH2:10][CH2:9]1)=[O:7])([CH3:4])([CH3:3])[CH3:2], predict the reactants needed to synthesize it. The reactants are: [C:1]([O:5][C:6]([N:8]1[CH2:13][CH2:12][CH:11]([CH:14]2[O:23][C:17]3=[CH:18][N:19]=[C:20](Br)[CH:21]=[C:16]3[CH2:15]2)[CH2:10][CH2:9]1)=[O:7])([CH3:4])([CH3:3])[CH3:2].[CH3:24][N:25]([CH:30]1[CH2:35][CH2:34][NH:33][CH2:32][CH2:31]1)[S:26]([CH3:29])(=[O:28])=[O:27]. (5) The reactants are: [NH2:1][C:2]1[CH:7]=[CH:6][C:5]([N:8]2[C:12](=[O:13])[C:11]3=[CH:14][CH:15]=[CH:16][CH:17]=[C:10]3[C:9]2=[O:18])=[CH:4][CH:3]=1.[BH4-].[Li+].O. Given the product [NH2:1][C:2]1[CH:3]=[CH:4][C:5]([NH:8][C:9](=[O:18])[C:10]2[CH:17]=[CH:16][CH:15]=[CH:14][C:11]=2[CH2:12][OH:13])=[CH:6][CH:7]=1, predict the reactants needed to synthesize it. (6) Given the product [CH3:16][C:17]1[CH:22]=[CH:21][CH:20]=[C:19]([CH3:23])[C:18]=1[C:2]1[CH:3]=[N:4][C:5]([C:8]2[CH:13]=[C:12]([CH3:14])[CH:11]=[C:10]([CH3:15])[CH:9]=2)=[N:6][CH:7]=1, predict the reactants needed to synthesize it. The reactants are: Br[C:2]1[CH:3]=[N:4][C:5]([C:8]2[CH:13]=[C:12]([CH3:14])[CH:11]=[C:10]([CH3:15])[CH:9]=2)=[N:6][CH:7]=1.[CH3:16][C:17]1[CH:22]=[CH:21][CH:20]=[C:19]([CH3:23])[C:18]=1B(O)O.C(=O)([O-])[O-].[Na+].[Na+].O. (7) Given the product [C:1]([C:5]1[N:10]=[C:9]([N:11]2[CH2:16][CH2:15][N:14]([CH2:17][CH2:18][CH2:19][CH2:20][NH:21][C:31]([N:45]3[CH2:46][CH2:47][N:42]([CH2:41][CH:38]4[CH2:40][CH2:39]4)[CH2:43][CH2:44]3)=[O:32])[CH2:13][CH2:12]2)[CH:8]=[C:7]([C:22]([F:24])([F:25])[F:23])[N:6]=1)([CH3:4])([CH3:2])[CH3:3], predict the reactants needed to synthesize it. The reactants are: [C:1]([C:5]1[N:10]=[C:9]([N:11]2[CH2:16][CH2:15][N:14]([CH2:17][CH2:18][CH2:19][CH2:20][NH2:21])[CH2:13][CH2:12]2)[CH:8]=[C:7]([C:22]([F:25])([F:24])[F:23])[N:6]=1)([CH3:4])([CH3:3])[CH3:2].C1N=CN([C:31](N2C=NC=C2)=[O:32])C=1.[CH:38]1([CH2:41][N:42]2[CH2:47][CH2:46][NH:45][CH2:44][CH2:43]2)[CH2:40][CH2:39]1.